Dataset: Reaction yield outcomes from USPTO patents with 853,638 reactions. Task: Predict the reaction yield, written as a fraction of the theoretical maximum amount of product (1.0 means a 100% yield; for example, 0.34 means a 34% yield). The reactants are [CH3:1][O:2][C:3](=[O:21])/[C:4](/[CH2:13][C:14]1[CH:19]=[CH:18][C:17]([OH:20])=[CH:16][CH:15]=1)=[C:5](/[CH:10]([CH3:12])[CH3:11])\[C:6]([O:8][CH3:9])=[O:7].C(=O)([O-])[O-].[K+].[K+].Br[CH2:29][C:30]([O:32][CH3:33])=[O:31].C1(C)C=CC=CC=1.C(OCC)(=O)C. The catalyst is C1(C)C=CC=CC=1.O. The product is [CH3:9][O:8][C:6](=[O:7])/[C:5](/[CH:10]([CH3:11])[CH3:12])=[C:4](/[CH2:13][C:14]1[CH:15]=[CH:16][C:17]([O:20][CH2:29][C:30]([O:32][CH3:33])=[O:31])=[CH:18][CH:19]=1)\[C:3]([O:2][CH3:1])=[O:21]. The yield is 0.820.